This data is from Forward reaction prediction with 1.9M reactions from USPTO patents (1976-2016). The task is: Predict the product of the given reaction. (1) Given the reactants FC(F)(F)C(O)=O.[P:8]([O:20][C:21]1[CH:26]=[CH:25][C:24]([NH:27][C:28]2[S:29][CH:30]=[C:31]([C:33]3[CH:38]=[CH:37][N:36]=[CH:35][CH:34]=3)[N:32]=2)=[CH:23][CH:22]=1)([O:15]C(C)(C)C)([O:10]C(C)(C)C)=[O:9], predict the reaction product. The product is: [P:8]([OH:15])([OH:10])([O:20][C:21]1[CH:26]=[CH:25][C:24]([NH:27][C:28]2[S:29][CH:30]=[C:31]([C:33]3[CH:38]=[CH:37][N:36]=[CH:35][CH:34]=3)[N:32]=2)=[CH:23][CH:22]=1)=[O:9]. (2) Given the reactants [CH3:1][C:2]([C:6]1[S:7][CH:8]=[CH:9][CH:10]=1)([CH3:5])[C:3]#[N:4].C([Li])(C)(C)C.CN([CH:19]=[O:20])C, predict the reaction product. The product is: [CH:19]([C:8]1[S:7][C:6]([C:2]([CH3:5])([CH3:1])[C:3]#[N:4])=[CH:10][CH:9]=1)=[O:20]. (3) Given the reactants [CH3:1][C:2]1[C:7]([C:8]([F:11])([F:10])[F:9])=[CH:6][CH:5]=[CH:4][C:3]=1[CH2:12][CH:13]([C:16](=O)[CH3:17])[C:14]#[N:15].O.[NH2:20][NH2:21], predict the reaction product. The product is: [CH3:17][C:16]1[C:13]([CH2:12][C:3]2[CH:4]=[CH:5][CH:6]=[C:7]([C:8]([F:9])([F:10])[F:11])[C:2]=2[CH3:1])=[C:14]([NH2:15])[NH:21][N:20]=1. (4) Given the reactants [NH2:1][C:2]1[S:3][CH:4]=[C:5]([C:7]2[CH:12]=[CH:11][C:10]([NH:13][C:14](=[O:16])[CH3:15])=[CH:9][CH:8]=2)[N:6]=1.[Cl:17][C:18]1[CH:23]=[C:22]([Cl:24])[C:21]([Cl:25])=[CH:20][C:19]=1[S:26](Cl)(=[O:28])=[O:27], predict the reaction product. The product is: [Cl:17][C:18]1[CH:23]=[C:22]([Cl:24])[C:21]([Cl:25])=[CH:20][C:19]=1[S:26]([NH:1][C:2]1[S:3][CH:4]=[C:5]([C:7]2[CH:8]=[CH:9][C:10]([NH:13][C:14](=[O:16])[CH3:15])=[CH:11][CH:12]=2)[N:6]=1)(=[O:28])=[O:27]. (5) The product is: [CH2:1]([C:4]1[C:5]2[O:15][C:16](=[O:17])[N:21]([CH3:19])[C:7](=[O:8])[C:6]=2[CH:10]=[CH:11][C:12]=1[O:13][CH3:14])[CH:2]=[CH2:3]. Given the reactants [CH2:1]([C:4]1[C:5]([O:15][CH2:16][O:17]C)=[C:6]([CH:10]=[CH:11][C:12]=1[O:13][CH3:14])[C:7](O)=[O:8])[CH:2]=[CH2:3].[C:19](N1C=CN=C1)([N:21]1C=CN=C1)=O.CN.Cl, predict the reaction product.